Dataset: Catalyst prediction with 721,799 reactions and 888 catalyst types from USPTO. Task: Predict which catalyst facilitates the given reaction. Product: [CH3:1][C:2]1([CH3:21])[CH2:11][CH2:10][CH2:9][C:8]2[CH:7]=[C:6]([OH:12])[CH:5]=[CH:4][C:3]1=2. The catalyst class is: 2. Reactant: [CH3:1][C:2]1([CH3:21])[CH2:11][CH2:10][CH2:9][C:8]2[CH:7]=[C:6]([O:12]CC(OC(C)(C)C)=O)[CH:5]=[CH:4][C:3]1=2.FC(F)(F)C(O)=O.